From a dataset of Reaction yield outcomes from USPTO patents with 853,638 reactions. Predict the reaction yield, written as a fraction of the theoretical maximum amount of product (1.0 means a 100% yield; for example, 0.34 means a 34% yield). (1) The reactants are C[C@H](CCCC1C=CC=CC=1)C(O)=O.[CH3:15][C@@H:16]([CH2:22][CH2:23][CH2:24][C:25]1[CH:30]=[CH:29][CH:28]=[CH:27][CH:26]=1)[C:17]([O:19][CH2:20][CH3:21])=[O:18]. No catalyst specified. The product is [CH3:15][C@H:16]([CH2:22][CH2:23][CH2:24][C:25]1[CH:26]=[CH:27][CH:28]=[CH:29][CH:30]=1)[C:17]([O:19][CH2:20][CH3:21])=[O:18]. The yield is 0.880. (2) The reactants are [CH3:1][S:2][C:3]1[C:4]([C:8]2[CH:9]=[N:10][CH:11]=[CH:12][CH:13]=2)=[N:5][NH:6][CH:7]=1.[C:14]([CH2:16]CSSCCC#N)#[N:15].IC1C(C2C=NC=CC=2)=NNC=1. The catalyst is C(OCC)(=O)C. The product is [N:10]1[CH:11]=[CH:12][CH:13]=[C:8]([C:4]2[C:3]([S:2][CH2:1][CH2:16][C:14]#[N:15])=[CH:7][NH:6][N:5]=2)[CH:9]=1. The yield is 0.620. (3) The reactants are [Br:1][C:2]1[CH:7]=[C:6]([N+:8]([O-])=O)[CH:5]=[CH:4][C:3]=1[CH2:11][CH3:12]. The catalyst is CO.[Ni]. The product is [Br:1][C:2]1[CH:7]=[C:6]([CH:5]=[CH:4][C:3]=1[CH2:11][CH3:12])[NH2:8]. The yield is 0.480. (4) The reactants are [Cl:1][C:2]1[CH:13]=[C:12]([OH:14])[C:5]2[CH:6]=[C:7]([C:9](=[O:11])[CH3:10])[O:8][C:4]=2[CH:3]=1.C([O-])([O-])=O.[K+].[K+]. The catalyst is CN(C=O)C. The product is [CH2:6]([O:14][C:12]1[C:5]2[CH:6]=[C:7]([C:9](=[O:11])[CH3:10])[O:8][C:4]=2[CH:3]=[C:2]([Cl:1])[CH:13]=1)[C:5]1[CH:12]=[CH:13][CH:2]=[CH:3][CH:4]=1. The yield is 0.930. (5) The reactants are Br[CH2:2][CH2:3][C:4]1[C:12]2[C:7](=[CH:8][CH:9]=[C:10]([C:13]([F:16])([F:15])[F:14])[CH:11]=2)[NH:6][C:5]=1[Si:17]([CH2:22][CH3:23])([CH2:20][CH3:21])[CH2:18][CH3:19].[N-:24]=[N+:25]=[N-:26].[Na+]. The catalyst is CN(C=O)C. The product is [N:24]([CH2:2][CH2:3][C:4]1[C:12]2[C:7](=[CH:8][CH:9]=[C:10]([C:13]([F:16])([F:15])[F:14])[CH:11]=2)[NH:6][C:5]=1[Si:17]([CH2:22][CH3:23])([CH2:20][CH3:21])[CH2:18][CH3:19])=[N+:25]=[N-:26]. The yield is 0.990. (6) The reactants are [Cl:1][C:2]1[N:10]=[C:9]([Cl:11])[C:8]([CH3:12])=[C:7]([CH3:13])[C:3]=1[C:4]([OH:6])=[O:5].Cl(O)(=O)(=O)=O. The catalyst is C(OC(C)(C)C)(=O)C.CCOC(C)=O. The product is [Cl:1][C:2]1[N:10]=[C:9]([Cl:11])[C:8]([CH3:12])=[C:7]([CH3:13])[C:3]=1[C:4]([O:6][C:3]([CH3:7])([CH3:4])[CH3:2])=[O:5]. The yield is 0.720. (7) The reactants are Br[C:2]1[N:6]2[C:7]3[C:12]([N:13]=[C:14]([CH3:15])[C:5]2=[C:4]([CH3:17])[N:3]=1)=[CH:11][CH:10]=[C:9]([F:16])[CH:8]=3.[F:18][C:19]([F:31])([F:30])[O:20][C:21]1[CH:26]=[CH:25][CH:24]=[CH:23][C:22]=1B(O)O.C([O-])([O-])=O.[K+].[K+]. The catalyst is C1C=CC([P]([Pd]([P](C2C=CC=CC=2)(C2C=CC=CC=2)C2C=CC=CC=2)([P](C2C=CC=CC=2)(C2C=CC=CC=2)C2C=CC=CC=2)[P](C2C=CC=CC=2)(C2C=CC=CC=2)C2C=CC=CC=2)(C2C=CC=CC=2)C2C=CC=CC=2)=CC=1. The yield is 0.850. The product is [F:16][C:9]1[CH:8]=[C:7]2[C:12]([N:13]=[C:14]([CH3:15])[C:5]3[N:6]2[C:2]([C:22]2[CH:23]=[CH:24][CH:25]=[CH:26][C:21]=2[O:20][C:19]([F:18])([F:31])[F:30])=[N:3][C:4]=3[CH3:17])=[CH:11][CH:10]=1.